From a dataset of Full USPTO retrosynthesis dataset with 1.9M reactions from patents (1976-2016). Predict the reactants needed to synthesize the given product. (1) Given the product [F:39][C:40]1[CH:45]=[CH:44][C:43]([CH:46]2[CH2:51][C:50](=[O:52])[CH2:49][CH2:48][N:47]2[C:53]([N:4]2[CH2:5][C:6]3[CH:11]=[C:10]([C:12]4[CH:13]=[CH:14][C:15]([C:18]5[N:19]([C:23]([O:25][CH2:26][CH:27]([CH3:29])[CH3:28])=[O:24])[CH:20]=[CH:21][N:22]=5)=[CH:16][CH:17]=4)[CH:9]=[CH:8][C:7]=3[O:1][CH2:2][CH2:3]2)=[O:54])=[CH:42][CH:41]=1, predict the reactants needed to synthesize it. The reactants are: [O:1]1[C:7]2[CH:8]=[CH:9][C:10]([C:12]3[CH:17]=[CH:16][C:15]([C:18]4[N:19]([C:23]([O:25][CH2:26][CH:27]([CH3:29])[CH3:28])=[O:24])[CH:20]=[CH:21][N:22]=4)=[CH:14][CH:13]=3)=[CH:11][C:6]=2[CH2:5][NH:4][CH2:3][CH2:2]1.C(N(C(C)C)CC)(C)C.[F:39][C:40]1[CH:45]=[CH:44][C:43]([CH:46]2[CH2:51][C:50](=[O:52])[CH2:49][CH2:48][N:47]2[C:53](Cl)=[O:54])=[CH:42][CH:41]=1. (2) Given the product [C:30]([O:29][C@:27]1([CH3:28])[CH:26]([O:38][C:39](=[O:46])[C:40]2[CH:45]=[CH:44][CH:43]=[CH:42][CH:41]=2)[CH:25]([CH2:47][O:48][C:49](=[O:56])[C:50]2[CH:51]=[CH:52][CH:53]=[CH:54][CH:55]=2)[O:24][C@H:23]1[N:8]1[C:4]2[N:5]=[CH:6][N:7]=[C:2]([NH2:1])[C:3]=2[C:10]([C:11]#[N:12])=[C:9]1[Br:13])(=[O:37])[C:31]1[CH:36]=[CH:35][CH:34]=[CH:33][CH:32]=1, predict the reactants needed to synthesize it. The reactants are: [NH2:1][C:2]1[C:3]2[C:10]([C:11]#[N:12])=[C:9]([Br:13])[NH:8][C:4]=2[N:5]=[CH:6][N:7]=1.C(O[C@H:23]1[C@@:27]([O:29][C:30](=[O:37])[C:31]2[CH:36]=[CH:35][CH:34]=[CH:33][CH:32]=2)([CH3:28])[C@H:26]([O:38][C:39](=[O:46])[C:40]2[CH:45]=[CH:44][CH:43]=[CH:42][CH:41]=2)[C@@H:25]([CH2:47][O:48][C:49](=[O:56])[C:50]2[CH:55]=[CH:54][CH:53]=[CH:52][CH:51]=2)[O:24]1)(=O)C1C=CC=CC=1.[Si](OS(C(F)(F)F)(=O)=O)(C)(C)C.C(=O)(O)[O-].[Na+].